From a dataset of Catalyst prediction with 721,799 reactions and 888 catalyst types from USPTO. Predict which catalyst facilitates the given reaction. (1) Reactant: [Si:1]([O:8][CH2:9][CH2:10][C:11]1[CH:16]=[CH:15][C:14]([N+:17]([O-])=O)=[CH:13][N:12]=1)([C:4]([CH3:7])([CH3:6])[CH3:5])([CH3:3])[CH3:2]. Product: [Si:1]([O:8][CH2:9][CH2:10][C:11]1[N:12]=[CH:13][C:14]([NH2:17])=[CH:15][CH:16]=1)([C:4]([CH3:6])([CH3:7])[CH3:5])([CH3:3])[CH3:2]. The catalyst class is: 19. (2) Reactant: [O:1]1[C@H:5]2[O:6][CH2:7][CH2:8][C@H:4]2[C@@H:3]([O:9][C:10](=[O:51])[NH:11][C@@H:12]([CH2:44][C:45]2[CH:50]=[CH:49][CH:48]=[CH:47][CH:46]=2)[C@H:13]([OH:43])[CH2:14][N:15]([S:32]([C:35]2[CH:40]=[CH:39][C:38]([O:41][CH3:42])=[CH:37][CH:36]=2)(=[O:34])=[O:33])CC(C)(C)CCNC(=O)NCC(OCC)=O)[CH2:2]1.O1[C@@H]2OCC[C@@H]2[C@H](OC(=O)N[C@@H](CC2C=CC=CC=2)[C@H](O)CN(S(C2C=CC(OC)=CC=2)(=O)=O)[CH2:67][C:68]([CH3:82])([CH3:81])[CH2:69][CH2:70][NH:71][C:72](=[O:80])[NH:73][CH2:74][C:75](OCC)=[O:76])C1.[NH3:103]. Product: [NH2:103][C:75](=[O:76])[CH2:74][NH:73][C:72]([NH:71][CH2:70][CH2:69][C:68]([CH3:82])([CH3:81])[CH2:67][CH:14]([NH:15][S:32]([C:35]1[CH:36]=[CH:37][C:38]([O:41][CH3:42])=[CH:39][CH:40]=1)(=[O:34])=[O:33])[C@H:13]([OH:43])[C@@H:12]([NH:11][C:10](=[O:51])[O:9][C@H:3]1[C@@H:4]2[C@@H:5]([O:6][CH2:7][CH2:8]2)[O:1][CH2:2]1)[CH2:44][C:45]1[CH:50]=[CH:49][CH:48]=[CH:47][CH:46]=1)=[O:80]. The catalyst class is: 5. (3) Reactant: [CH3:1][C:2]1[C:6]2[CH:7]=[C:8]([O:11]C)[CH:9]=[CH:10][C:5]=2[O:4][C:3]=1[C:13]([O:15][CH2:16][CH3:17])=[O:14]. Product: [CH3:1][C:2]1[C:6]2[CH:7]=[C:8]([OH:11])[CH:9]=[CH:10][C:5]=2[O:4][C:3]=1[C:13]([O:15][CH2:16][CH3:17])=[O:14]. The catalyst class is: 4.